From a dataset of Forward reaction prediction with 1.9M reactions from USPTO patents (1976-2016). Predict the product of the given reaction. (1) Given the reactants [Cl:1][C:2]1[C:7]([NH2:8])=[C:6]([Br:9])[CH:5]=[C:4]([Br:10])[CH:3]=1.Br[CH2:12][C:13](=[C:15]([C:18]#[N:19])[C:16]#[N:17])[CH3:14], predict the reaction product. The product is: [NH2:19][C:18]1[N:8]([C:7]2[C:2]([Cl:1])=[CH:3][C:4]([Br:10])=[CH:5][C:6]=2[Br:9])[CH:12]=[C:13]([CH3:14])[C:15]=1[C:16]#[N:17]. (2) Given the reactants [Cl:1][C:2]1[CH:3]=[C:4]([NH:17][C:18]2[C:27]3[C:22](=[CH:23][CH:24]=[C:25]([NH2:28])[CH:26]=3)[N:21]=[CH:20][N:19]=2)[CH:5]=[CH:6][C:7]=1[O:8][CH2:9][C:10]1[CH:15]=[CH:14][CH:13]=[C:12]([F:16])[CH:11]=1.[CH:29]1N=CN(C(N2C=NC=C2)=S)C=1.[F:41][C:42]([F:51])([F:50])[CH2:43][NH:44][CH2:45][CH:46]([OH:49])[CH2:47][OH:48].CCN=C=NCCCN(C)C.NC(N)=S, predict the reaction product. The product is: [Cl:1][C:2]1[CH:3]=[C:4]([NH:17][C:18]2[C:27]3[C:22](=[CH:23][CH:24]=[C:25]([N:28]=[C:29]4[N:44]([CH2:43][C:42]([F:50])([F:51])[F:41])[CH2:45][CH:46]([CH2:47][OH:48])[O:49]4)[CH:26]=3)[N:21]=[CH:20][N:19]=2)[CH:5]=[CH:6][C:7]=1[O:8][CH2:9][C:10]1[CH:15]=[CH:14][CH:13]=[C:12]([F:16])[CH:11]=1. (3) Given the reactants [NH:1]1[CH2:6][CH2:5][CH:4]([O:7][CH2:8][C:9]2[N:13]=[C:12]([C:14]3[CH:19]=[CH:18][N:17]=[C:16]([C:20]#[N:21])[CH:15]=3)[O:11][N:10]=2)[CH2:3][CH2:2]1.C(N(CC)CC)C.[C:29]1([O:35][C:36](Cl)=[O:37])[CH:34]=[CH:33][CH:32]=[CH:31][CH:30]=1, predict the reaction product. The product is: [C:29]1([O:35][C:36]([N:1]2[CH2:6][CH2:5][CH:4]([O:7][CH2:8][C:9]3[N:13]=[C:12]([C:14]4[CH:19]=[CH:18][N:17]=[C:16]([C:20]#[N:21])[CH:15]=4)[O:11][N:10]=3)[CH2:3][CH2:2]2)=[O:37])[CH:34]=[CH:33][CH:32]=[CH:31][CH:30]=1. (4) Given the reactants [F:1][C:2]1[C:7]2[N:8]=[CH:9][S:10][C:6]=2[CH:5]=[C:4]([C:11]([NH:13][O:14][CH2:15][CH2:16][O:17]C=C)=[O:12])[C:3]=1[NH:20][C:21]1[CH:26]=[CH:25][C:24]([I:27])=[CH:23][C:22]=1[F:28].Cl.C([O-])(O)=O.[Na+], predict the reaction product. The product is: [F:1][C:2]1[C:7]2[N:8]=[CH:9][S:10][C:6]=2[CH:5]=[C:4]([C:11]([NH:13][O:14][CH2:15][CH2:16][OH:17])=[O:12])[C:3]=1[NH:20][C:21]1[CH:26]=[CH:25][C:24]([I:27])=[CH:23][C:22]=1[F:28].